This data is from NCI-60 drug combinations with 297,098 pairs across 59 cell lines. The task is: Regression. Given two drug SMILES strings and cell line genomic features, predict the synergy score measuring deviation from expected non-interaction effect. (1) Drug 1: CN1C(=O)N2C=NC(=C2N=N1)C(=O)N. Drug 2: C(CC(=O)O)C(=O)CN.Cl. Cell line: T-47D. Synergy scores: CSS=-4.98, Synergy_ZIP=5.51, Synergy_Bliss=11.0, Synergy_Loewe=-3.84, Synergy_HSA=-3.09. (2) Drug 1: C1=NC2=C(N1)C(=S)N=CN2. Drug 2: CC1C(C(CC(O1)OC2CC(CC3=C2C(=C4C(=C3O)C(=O)C5=CC=CC=C5C4=O)O)(C(=O)C)O)N)O. Cell line: DU-145. Synergy scores: CSS=47.2, Synergy_ZIP=-7.63, Synergy_Bliss=-7.05, Synergy_Loewe=-6.54, Synergy_HSA=-4.60. (3) Drug 1: C1=NC2=C(N=C(N=C2N1C3C(C(C(O3)CO)O)O)F)N. Drug 2: C1CNP(=O)(OC1)N(CCCl)CCCl. Cell line: MOLT-4. Synergy scores: CSS=38.6, Synergy_ZIP=-0.382, Synergy_Bliss=0.268, Synergy_Loewe=-48.0, Synergy_HSA=-1.49. (4) Drug 1: CC1=C(C=C(C=C1)NC(=O)C2=CC=C(C=C2)CN3CCN(CC3)C)NC4=NC=CC(=N4)C5=CN=CC=C5. Drug 2: C1=CC=C(C(=C1)C(C2=CC=C(C=C2)Cl)C(Cl)Cl)Cl. Cell line: RXF 393. Synergy scores: CSS=0.371, Synergy_ZIP=-1.06, Synergy_Bliss=-0.941, Synergy_Loewe=-3.29, Synergy_HSA=-2.47. (5) Drug 1: CC1OCC2C(O1)C(C(C(O2)OC3C4COC(=O)C4C(C5=CC6=C(C=C35)OCO6)C7=CC(=C(C(=C7)OC)O)OC)O)O. Drug 2: CC1C(C(CC(O1)OC2CC(CC3=C2C(=C4C(=C3O)C(=O)C5=C(C4=O)C(=CC=C5)OC)O)(C(=O)C)O)N)O.Cl. Cell line: EKVX. Synergy scores: CSS=39.5, Synergy_ZIP=14.0, Synergy_Bliss=16.5, Synergy_Loewe=17.6, Synergy_HSA=17.8. (6) Drug 1: C1=CC=C(C=C1)NC(=O)CCCCCCC(=O)NO. Drug 2: C1=CN(C=N1)CC(O)(P(=O)(O)O)P(=O)(O)O. Synergy scores: CSS=5.61, Synergy_ZIP=-2.03, Synergy_Bliss=0.729, Synergy_Loewe=-4.36, Synergy_HSA=-0.347. Cell line: BT-549. (7) Drug 1: C1CCN(CC1)CCOC2=CC=C(C=C2)C(=O)C3=C(SC4=C3C=CC(=C4)O)C5=CC=C(C=C5)O. Drug 2: CN(C(=O)NC(C=O)C(C(C(CO)O)O)O)N=O. Cell line: UACC62. Synergy scores: CSS=-0.512, Synergy_ZIP=0.880, Synergy_Bliss=0.358, Synergy_Loewe=-3.40, Synergy_HSA=-3.05. (8) Drug 1: C1CCN(CC1)CCOC2=CC=C(C=C2)C(=O)C3=C(SC4=C3C=CC(=C4)O)C5=CC=C(C=C5)O. Drug 2: CC1=C(C=C(C=C1)C(=O)NC2=CC(=CC(=C2)C(F)(F)F)N3C=C(N=C3)C)NC4=NC=CC(=N4)C5=CN=CC=C5. Cell line: NCI-H226. Synergy scores: CSS=-0.334, Synergy_ZIP=1.55, Synergy_Bliss=-0.0750, Synergy_Loewe=-2.19, Synergy_HSA=-2.92.